From a dataset of Forward reaction prediction with 1.9M reactions from USPTO patents (1976-2016). Predict the product of the given reaction. (1) Given the reactants [N:1]1[C:10]2[C:5](=[CH:6][CH:7]=[CH:8][CH:9]=2)[C:4]([CH:11]=O)=[CH:3][CH:2]=1.[C:13]([CH2:15][C:16]([O:18][C:19]([CH3:22])([CH3:21])[CH3:20])=[O:17])#[N:14], predict the reaction product. The product is: [C:13]([C:15](=[CH:11][C:4]1[C:5]2[C:10](=[CH:9][CH:8]=[CH:7][CH:6]=2)[N:1]=[CH:2][CH:3]=1)[C:16]([O:18][C:19]([CH3:22])([CH3:21])[CH3:20])=[O:17])#[N:14]. (2) Given the reactants [Cl:1][C:2]1[CH:3]=[CH:4][C:5]2[C:6](=[O:16])O[C:8](=[O:15])[C:9]3[C:14]=2[C:13]=1[CH:12]=[CH:11][CH:10]=3.[ClH:17].[NH2:18][CH2:19][CH2:20][S:21][S:22][CH2:23][CH2:24][NH2:25].C(N([CH:32]([CH3:34])[CH3:33])CC)(C)C.CN1[CH2:40][CH2:39][CH2:38][C:37]1=[O:41], predict the reaction product. The product is: [S:21]([CH2:20][CH2:19][N:18]1[C:6](=[O:16])[C:5]2[CH:4]=[CH:3][C:2]([Cl:1])=[C:13]3[C:14]=2[C:9](=[CH:10][CH:11]=[CH:12]3)[C:8]1=[O:15])[S:22][CH2:23][CH2:24][N:25]1[C:8](=[O:15])[C:9]2[CH:34]=[CH:32][C:33]([Cl:17])=[C:11]3[C:10]=2[C:38](=[CH:39][CH:40]=[CH:12]3)[C:37]1=[O:41].